The task is: Predict which catalyst facilitates the given reaction.. This data is from Catalyst prediction with 721,799 reactions and 888 catalyst types from USPTO. (1) Reactant: [F:1][CH:2]([F:13])[O:3][C:4]1[CH:12]=[CH:11][C:7]([C:8]([OH:10])=O)=[CH:6][CH:5]=1.CN(C(ON1N=NC2C=CC=NC1=2)=[N+](C)C)C.F[P-](F)(F)(F)(F)F.Cl.[F:39][C:40]1[CH:45]=[C:44]([S:46]([CH3:49])(=[O:48])=[O:47])[CH:43]=[CH:42][C:41]=1[N:50]1[C:54]2=[N:55][CH:56]=[N:57][C:58]([O:59][CH:60]3[CH2:65][CH2:64][NH:63][CH2:62][CH2:61]3)=[C:53]2[CH:52]=[N:51]1.C(N(CC)CC)C. Product: [F:13][CH:2]([F:1])[O:3][C:4]1[CH:5]=[CH:6][C:7]([C:8]([N:63]2[CH2:64][CH2:65][CH:60]([O:59][C:58]3[N:57]=[CH:56][N:55]=[C:54]4[N:50]([C:41]5[CH:42]=[CH:43][C:44]([S:46]([CH3:49])(=[O:48])=[O:47])=[CH:45][C:40]=5[F:39])[N:51]=[CH:52][C:53]=34)[CH2:61][CH2:62]2)=[O:10])=[CH:11][CH:12]=1. The catalyst class is: 3. (2) Reactant: [OH:1][C:2]1[CH:9]=[CH:8][C:5]([CH:6]=[O:7])=[CH:4][CH:3]=1.[CH:10]([O:12][CH2:13][CH3:14])=[CH2:11].Cl.C([O-])([O-])=O.[Na+].[Na+]. Product: [CH2:10]([O:12][CH2:13][CH2:14][O:1][C:2]1[CH:9]=[CH:8][C:5]([CH:6]=[O:7])=[CH:4][CH:3]=1)[CH3:11]. The catalyst class is: 13.